From a dataset of Forward reaction prediction with 1.9M reactions from USPTO patents (1976-2016). Predict the product of the given reaction. Given the reactants C(O[C:4](=O)[C:5]([F:21])([F:20])[C:6]1[CH:11]=[CH:10][C:9]([C:12]2[CH:17]=[CH:16][C:15]([O:18][CH3:19])=[CH:14][CH:13]=2)=[CH:8][CH:7]=1)C.C(N(S(F)(F)F)CC)C.C([O:34][C:35](=[O:52])[C:36](C1C=CC(C2C=CC(OC)=CC=2)=CC=1)=O)C, predict the reaction product. The product is: [F:21][C:5]([F:20])([C:6]1[CH:7]=[CH:8][C:9]([C:12]2[CH:13]=[CH:14][C:15]([O:18][CH3:19])=[CH:16][CH:17]=2)=[CH:10][CH:11]=1)[CH2:4][CH2:36][C:35]([OH:52])=[O:34].